Dataset: hERG Central: cardiac toxicity at 1µM, 10µM, and general inhibition. Task: Predict hERG channel inhibition at various concentrations. (1) The drug is CN(Cc1ccccc1)C(=O)COC(=O)c1cc([N+](=O)[O-])ccc1N1CCOCC1. Results: hERG_inhib (hERG inhibition (general)): blocker. (2) Results: hERG_inhib (hERG inhibition (general)): blocker. The molecule is O=C(CSCc1cccc(CSCC(=O)Nc2ccccc2)n1)Nc1ccccc1.